Dataset: Peptide-MHC class I binding affinity with 185,985 pairs from IEDB/IMGT. Task: Regression. Given a peptide amino acid sequence and an MHC pseudo amino acid sequence, predict their binding affinity value. This is MHC class I binding data. (1) The peptide sequence is RPRCAYLPF. The MHC is HLA-B27:05 with pseudo-sequence HLA-B27:05. The binding affinity (normalized) is 0.0847. (2) The peptide sequence is KFKPRFAGV. The MHC is HLA-B27:03 with pseudo-sequence HLA-B27:03. The binding affinity (normalized) is 0.0847. (3) The peptide sequence is FSMGLLCLTL. The MHC is HLA-B51:01 with pseudo-sequence HLA-B51:01. The binding affinity (normalized) is 0. (4) The binding affinity (normalized) is 0.00740. The peptide sequence is THKLSLTKL. The MHC is HLA-A11:01 with pseudo-sequence HLA-A11:01. (5) The peptide sequence is IYTTNDNNY. The MHC is HLA-A02:03 with pseudo-sequence HLA-A02:03. The binding affinity (normalized) is 0.0847. (6) The peptide sequence is FLFILLLCLI. The MHC is HLA-A68:02 with pseudo-sequence HLA-A68:02. The binding affinity (normalized) is 0.223. (7) The peptide sequence is AQFSPQYL. The MHC is HLA-A11:01 with pseudo-sequence HLA-A11:01. The binding affinity (normalized) is 0.253.